The task is: Predict the reactants needed to synthesize the given product.. This data is from Full USPTO retrosynthesis dataset with 1.9M reactions from patents (1976-2016). (1) Given the product [NH2:1][C:2]1[N:7]=[C:6]([C:8]2[N:12]([CH2:13][O:14][CH2:15][CH2:16][Si:17]([CH3:18])([CH3:20])[CH3:19])[C:11]([C:21]3[CH:26]=[C:25]([Cl:27])[CH:24]=[CH:23][C:22]=3[CH3:28])=[C:10]([C:29]([NH2:36])=[O:30])[CH:9]=2)[C:5]([C:32]#[CH:33])=[CH:4][N:3]=1, predict the reactants needed to synthesize it. The reactants are: [NH2:1][C:2]1[N:7]=[C:6]([C:8]2[N:12]([CH2:13][O:14][CH2:15][CH2:16][Si:17]([CH3:20])([CH3:19])[CH3:18])[C:11]([C:21]3[CH:26]=[C:25]([Cl:27])[CH:24]=[CH:23][C:22]=3[CH3:28])=[C:10]([C:29](O)=[O:30])[CH:9]=2)[C:5]([C:32]#[CH:33])=[CH:4][N:3]=1.CC[N:36](C(C)C)C(C)C.CCN=C=NCCCN(C)C.Cl.C1C=CC2N(O)N=NC=2C=1.N. (2) Given the product [N:58]([CH2:25][C:24]1[C:19]2[S:18](=[O:28])(=[O:27])[N:17]=[C:16]([C:7]3[C:6](=[O:29])[C@@:5]([CH2:4][CH2:3][C:2]([CH3:32])([CH3:31])[CH3:1])([CH3:30])[C:14]4[C:9]([C:8]=3[OH:15])=[CH:10][CH:11]=[CH:12][CH:13]=4)[NH:21][C:20]=2[S:22][CH:23]=1)=[N+:59]=[N-:60], predict the reactants needed to synthesize it. The reactants are: [CH3:1][C:2]([CH3:32])([CH3:31])[CH2:3][CH2:4][C@:5]1([CH3:30])[C:14]2[C:9](=[CH:10][CH:11]=[CH:12][CH:13]=2)[C:8]([OH:15])=[C:7]([C:16]2[NH:21][C:20]3[S:22][CH:23]=[C:24]([CH2:25]O)[C:19]=3[S:18](=[O:28])(=[O:27])[N:17]=2)[C:6]1=[O:29].N12CCCN=C1CCCCC2.C1(P([N:58]=[N+:59]=[N-:60])(C2C=CC=CC=2)=O)C=CC=CC=1.